Task: Predict the reaction yield, written as a fraction of the theoretical maximum amount of product (1.0 means a 100% yield; for example, 0.34 means a 34% yield).. Dataset: Reaction yield outcomes from USPTO patents with 853,638 reactions (1) The reactants are [Cl:1][C:2]1[CH:3]=[C:4]([CH:7]=[CH:8][CH:9]=1)[CH2:5]Br.[C:10](=[O:13])([O-])[O-].[K+].[K+].[CH3:16][C:17]([CH3:19])=[O:18]. No catalyst specified. The product is [Cl:1][C:2]1[CH:3]=[C:4]([CH:7]=[CH:8][CH:9]=1)[CH2:5][O:18][C:17]1[CH:19]=[C:7]2[C:4]([CH2:3][CH2:2][CH2:9][C:10]2=[O:13])=[CH:5][CH:16]=1. The yield is 0.490. (2) The reactants are [Cl:1][C:2]1[CH:7]=[C:6]([Cl:8])[CH:5]=[CH:4][C:3]=1[C:9]1[N:10]=[C:11](/[CH:18]=[CH:19]/[C:20]2[CH:25]=[CH:24][C:23]([O:26][CH3:27])=[CH:22][CH:21]=2)[N:12]([CH2:14][C:15]([OH:17])=O)[CH:13]=1.[CH:28]([NH:31][CH:32]([CH3:34])[CH3:33])([CH3:30])[CH3:29]. No catalyst specified. The product is [Cl:1][C:2]1[CH:7]=[C:6]([Cl:8])[CH:5]=[CH:4][C:3]=1[C:9]1[N:10]=[C:11](/[CH:18]=[CH:19]/[C:20]2[CH:25]=[CH:24][C:23]([O:26][CH3:27])=[CH:22][CH:21]=2)[N:12]([CH2:14][C:15]([N:31]([CH:32]([CH3:34])[CH3:33])[CH:28]([CH3:30])[CH3:29])=[O:17])[CH:13]=1. The yield is 0.580.